Dataset: Catalyst prediction with 721,799 reactions and 888 catalyst types from USPTO. Task: Predict which catalyst facilitates the given reaction. (1) Reactant: [NH2:1][C:2]1[CH:7]=[C:6]([Cl:8])[CH:5]=[CH:4][C:3]=1[SH:9].Br[CH2:11][CH2:12][C:13]1[C:14]([CH3:19])=[N:15][NH:16][C:17]=1[CH3:18].C([O-])([O-])=O.[K+].[K+]. Product: [Cl:8][C:6]1[CH:5]=[CH:4][C:3]([S:9][CH2:11][CH2:12][C:13]2[C:14]([CH3:19])=[N:15][NH:16][C:17]=2[CH3:18])=[C:2]([NH2:1])[CH:7]=1. The catalyst class is: 3. (2) Product: [Br:1][C:2]1[CH:3]=[C:4]([NH:22][C:21]2[CH:20]=[CH:19][C:18]([N:15]3[CH2:14][CH2:13][N:12]([CH3:11])[CH2:17][CH2:16]3)=[CH:24][CH:23]=2)[C:5]([C:8]#[N:9])=[N:6][CH:7]=1. Reactant: [Br:1][C:2]1[CH:3]=[C:4](F)[C:5]([C:8]#[N:9])=[N:6][CH:7]=1.[CH3:11][N:12]1[CH2:17][CH2:16][N:15]([C:18]2[CH:24]=[CH:23][C:21]([NH2:22])=[CH:20][CH:19]=2)[CH2:14][CH2:13]1.C(N(CC)CC)C. The catalyst class is: 32. (3) Reactant: [Br:1][C:2]1[C:3]([N+:15]([O-:17])=[O:16])=[C:4]2[C:9](=[C:10]([O:12][CH3:13])[CH:11]=1)[N:8]=[CH:7][NH:6][C:5]2=[O:14].[H-].[Na+].[CH3:20][Si:21]([CH3:28])([CH3:27])[CH2:22][CH2:23][O:24][CH2:25]Cl. Product: [Br:1][C:2]1[C:3]([N+:15]([O-:17])=[O:16])=[C:4]2[C:9](=[C:10]([O:12][CH3:13])[CH:11]=1)[N:8]=[CH:7][N:6]([CH2:25][O:24][CH2:23][CH2:22][Si:21]([CH3:28])([CH3:27])[CH3:20])[C:5]2=[O:14]. The catalyst class is: 9. (4) Reactant: [Cl:1][C:2]1[C:3](=[O:33])[N:4]([CH2:18][CH2:19][C:20]2[CH:32]=[CH:31][C:23]([C:24]([O:26][C:27]([CH3:30])([CH3:29])[CH3:28])=[O:25])=[CH:22][CH:21]=2)[C:5]([CH2:9][O:10][C:11]2[CH:16]=[CH:15][CH:14]=[C:13]([OH:17])[CH:12]=2)=[C:6]([Cl:8])[CH:7]=1.[O:34]1[CH2:39][CH2:38][CH2:37][CH2:36][CH:35]1[O:40][CH2:41][CH2:42]O.C1(P(C2C=CC=CC=2)C2C=CC=CC=2)C=CC=CC=1.CCOC(/N=N/C(OCC)=O)=O.C1(C)C=CC=CC=1. The catalyst class is: 2. Product: [Cl:1][C:2]1[C:3](=[O:33])[N:4]([CH2:18][CH2:19][C:20]2[CH:21]=[CH:22][C:23]([C:24]([O:26][C:27]([CH3:28])([CH3:29])[CH3:30])=[O:25])=[CH:31][CH:32]=2)[C:5]([CH2:9][O:10][C:11]2[CH:16]=[CH:15][CH:14]=[C:13]([O:17][CH2:42][CH2:41][O:40][CH:35]3[CH2:36][CH2:37][CH2:38][CH2:39][O:34]3)[CH:12]=2)=[C:6]([Cl:8])[CH:7]=1. (5) Reactant: [F:1][C:2]1[CH:10]=[CH:9][C:5]([C:6]([OH:8])=[O:7])=[CH:4][C:3]=1[SH:11].C(N(CC)CC)C.[C:19]1(=[O:26])[CH2:25][CH2:24][CH2:23][CH2:22][CH:21]=[CH:20]1. Product: [F:1][C:2]1[CH:10]=[CH:9][C:5]([C:6]([OH:8])=[O:7])=[CH:4][C:3]=1[S:11][CH:21]1[CH2:22][CH2:23][CH2:24][CH2:25][C:19](=[O:26])[CH2:20]1. The catalyst class is: 1.